Dataset: Catalyst prediction with 721,799 reactions and 888 catalyst types from USPTO. Task: Predict which catalyst facilitates the given reaction. (1) Reactant: Cl[C:2]1[C:7]([O:8][CH2:9][CH2:10][O:11]C2CCCCO2)=[CH:6][CH:5]=[CH:4][N:3]=1.[CH3:18][N:19]([CH3:25])[C:20]([CH3:24])([CH3:23])[CH2:21][OH:22].CC(C)([O-])C.[K+].C(O)(C)(C)C. Product: [CH3:18][N:19]([CH3:25])[C:20]([CH3:24])([CH3:23])[CH2:21][O:22][C:2]1[C:7]([O:8][CH2:9][CH2:10][OH:11])=[CH:6][CH:5]=[CH:4][N:3]=1. The catalyst class is: 11. (2) Product: [Cl:31][C:29]1[CH:28]=[CH:27][C:26]([O:32][CH2:33][C:34]2[CH:39]=[CH:38][C:37]([Cl:40])=[CH:36][C:35]=2[F:41])=[C:25]([CH:30]=1)[CH2:24][N:11]1[C:12]2[CH:13]=[CH:14][CH:15]=[C:16]([C:18]([O:20][CH3:21])=[O:19])[C:17]=2[C:9](/[CH:8]=[CH:7]/[C:6]([O:5][CH2:3][CH3:4])=[O:22])=[CH:10]1. The catalyst class is: 3. Reactant: [H-].[Na+].[CH2:3]([O:5][C:6](=[O:22])/[CH:7]=[CH:8]/[C:9]1[C:17]2[C:16]([C:18]([O:20][CH3:21])=[O:19])=[CH:15][CH:14]=[CH:13][C:12]=2[NH:11][CH:10]=1)[CH3:4].Br[CH2:24][C:25]1[CH:30]=[C:29]([Cl:31])[CH:28]=[CH:27][C:26]=1[O:32][CH2:33][C:34]1[CH:39]=[CH:38][C:37]([Cl:40])=[CH:36][C:35]=1[F:41].